From a dataset of Full USPTO retrosynthesis dataset with 1.9M reactions from patents (1976-2016). Predict the reactants needed to synthesize the given product. (1) Given the product [Br:15][C:16]1[CH:24]=[CH:23][C:19]([C:20]2[N:21]=[C:7]([OH:9])[C:4]3[O:5][CH2:6][C:2]([CH3:1])([CH3:13])[C:3]=3[N:22]=2)=[CH:18][CH:17]=1, predict the reactants needed to synthesize it. The reactants are: [CH3:1][C:2]1([CH3:13])[CH2:6][O:5][CH:4]([C:7]([O:9]CC)=O)[C:3]1=O.Cl.[Br:15][C:16]1[CH:24]=[CH:23][C:19]([C:20](=[NH:22])[NH2:21])=[CH:18][CH:17]=1.C[O-].[Na+]. (2) Given the product [F:1][C:2]1[CH:7]=[CH:6][C:5]([N:8]2[C:16]3[N:15]=[C:14]4[CH2:17][CH2:18][CH2:19][CH:20]5[CH2:25][C:24](=[O:26])[CH2:23][CH2:22][C:21]5([CH2:27][C:28]5[CH:33]=[CH:32][CH:31]=[CH:30][N:29]=5)[C:13]4=[CH:12][C:11]=3[CH:10]=[N:9]2)=[CH:4][CH:3]=1, predict the reactants needed to synthesize it. The reactants are: [F:1][C:2]1[CH:7]=[CH:6][C:5]([N:8]2[C:16]3[N:15]=[C:14]4[CH2:17][CH2:18][CH2:19][C:20]5[C:21]([CH2:27][C:28]6[CH:33]=[CH:32][CH:31]=[CH:30][N:29]=6)([CH2:22][CH2:23][C:24](=[O:26])[CH:25]=5)[C:13]4=[CH:12][C:11]=3[CH:10]=[N:9]2)=[CH:4][CH:3]=1.[H][H].